Dataset: Catalyst prediction with 721,799 reactions and 888 catalyst types from USPTO. Task: Predict which catalyst facilitates the given reaction. (1) Reactant: [C:1](N1C=CN=C1)(N1C=CN=C1)=[O:2].[NH2:13][C:14]1[C:19]([NH:20][CH:21]2[CH2:26][CH2:25][N:24]([C:27]([O:29][C:30]([CH3:33])([CH3:32])[CH3:31])=[O:28])[CH2:23][CH2:22]2)=[CH:18][CH:17]=[C:16]([O:34][CH3:35])[N:15]=1. Product: [CH3:35][O:34][C:16]1[N:15]=[C:14]2[NH:13][C:1](=[O:2])[N:20]([CH:21]3[CH2:26][CH2:25][N:24]([C:27]([O:29][C:30]([CH3:31])([CH3:32])[CH3:33])=[O:28])[CH2:23][CH2:22]3)[C:19]2=[CH:18][CH:17]=1. The catalyst class is: 10. (2) Reactant: [Cl:1][C:2]1[CH:7]=[CH:6][C:5]([Cl:8])=[CH:4][C:3]=1[C:9]1[O:13][N:12]=[CH:11][C:10]=1[C:14](OCC)=[O:15].[H-].C([Al+]CC(C)C)C(C)C.Cl. Product: [Cl:1][C:2]1[CH:7]=[CH:6][C:5]([Cl:8])=[CH:4][C:3]=1[C:9]1[O:13][N:12]=[CH:11][C:10]=1[CH2:14][OH:15]. The catalyst class is: 7.